From a dataset of Reaction yield outcomes from USPTO patents with 853,638 reactions. Predict the reaction yield, written as a fraction of the theoretical maximum amount of product (1.0 means a 100% yield; for example, 0.34 means a 34% yield). (1) The catalyst is CN(C=O)C. The yield is 0.591. The reactants are Cl[C:2]1[C:7]([NH:8][C:9](=[O:18])[C:10]2[CH:15]=[CH:14][C:13]([O:16][CH3:17])=[CH:12][CH:11]=2)=[CH:6][CH:5]=[C:4]([Cl:19])[N:3]=1.C([O-])([O-])=O.[K+].[K+].O. The product is [Cl:19][C:4]1[N:3]=[C:2]2[O:18][C:9]([C:10]3[CH:15]=[CH:14][C:13]([O:16][CH3:17])=[CH:12][CH:11]=3)=[N:8][C:7]2=[CH:6][CH:5]=1. (2) The reactants are [CH2:1]([N:3]([CH2:11][C:12]1[N:13]=[C:14]2[S:21][C:20]([CH3:22])=[C:19]([CH2:23][OH:24])[N:15]2[C:16](=[O:18])[CH:17]=1)[C:4]1[CH:9]=[CH:8][C:7]([F:10])=[CH:6][CH:5]=1)[CH3:2].[H-].[Na+].I[CH3:28]. The catalyst is O1CCCC1. The product is [CH2:1]([N:3]([CH2:11][C:12]1[N:13]=[C:14]2[S:21][C:20]([CH3:22])=[C:19]([CH2:23][O:24][CH3:28])[N:15]2[C:16](=[O:18])[CH:17]=1)[C:4]1[CH:5]=[CH:6][C:7]([F:10])=[CH:8][CH:9]=1)[CH3:2]. The yield is 0.0200. (3) The reactants are [CH2:1]([O:8][C:9]1[CH:24]=[CH:23][C:12]([C:13]([NH:15]OC=CC(OC)=O)=[NH:14])=[C:11]([F:25])[CH:10]=1)[C:2]1[CH:7]=[CH:6][CH:5]=[CH:4][CH:3]=1.[CH3:26]CCCCC.[C:32]([O:35][CH2:36]C)(=[O:34])[CH3:33]. The catalyst is C1(C2C=CC=CC=2)C=CC=CC=1.CCOCC. The product is [CH2:1]([O:8][C:9]1[CH:24]=[CH:23][C:12]([C:13]2[NH:14][CH:26]=[C:33]([C:32]([O:35][CH3:36])=[O:34])[N:15]=2)=[C:11]([F:25])[CH:10]=1)[C:2]1[CH:3]=[CH:4][CH:5]=[CH:6][CH:7]=1. The yield is 0.600. (4) The reactants are [H-].[H-].[H-].[H-].[Li+].[Al+3].[Br:7][C:8]1[CH:17]=[CH:16][C:11]([C:12](OC)=[O:13])=[C:10]([CH3:18])[CH:9]=1. The catalyst is C1COCC1. The product is [Br:7][C:8]1[CH:17]=[CH:16][C:11]([CH2:12][OH:13])=[C:10]([CH3:18])[CH:9]=1. The yield is 0.886. (5) The reactants are [CH3:1][C@H:2]1[CH2:13][CH:12]=[CH:11][CH2:10][C@@H:9]([CH2:14][C:15](OC(C)(C)C)=[O:16])[C:8](=[O:22])[O:7][CH2:6][C@@H:5]([C:23]2[CH:28]=[CH:27][CH:26]=[CH:25][CH:24]=2)[NH:4][C:3]1=[O:29].[SiH](CC)(CC)CC.FC(F)(F)C(O)=O.[Cl:44][C:45]1[CH:52]=[CH:51][C:48]([CH2:49][NH2:50])=[CH:47][CH:46]=1. The catalyst is CN(C=O)C.CCOC(C)=O.C(Cl)Cl. The product is [Cl:44][C:45]1[CH:52]=[CH:51][C:48]([CH2:49][NH:50][C:15](=[O:16])[CH2:14][C@H:9]2[C:8](=[O:22])[O:7][CH2:6][C@@H:5]([C:23]3[CH:28]=[CH:27][CH:26]=[CH:25][CH:24]=3)[NH:4][C:3](=[O:29])[C@@H:2]([CH3:1])[CH2:13][CH:12]=[CH:11][CH2:10]2)=[CH:47][CH:46]=1. The yield is 0.800. (6) The reactants are C([O:3][C:4]([C:6]1([C:9]2[CH:14]=[CH:13][C:12]([C:15]3[CH:20]=[CH:19][C:18]([C:21]4[S:22][C:23]([Cl:40])=[CH:24][C:25]=4[NH:26][C:27]([O:29][C@@H:30]([C:32]4[CH:37]=[CH:36][C:35]([F:38])=[C:34]([F:39])[CH:33]=4)[CH3:31])=[O:28])=[CH:17][CH:16]=3)=[CH:11][CH:10]=2)[CH2:8][CH2:7]1)=[O:5])C.[OH-].[Na+].C(OCC)(=O)C. The catalyst is C(O)(C)C. The product is [Cl:40][C:23]1[S:22][C:21]([C:18]2[CH:19]=[CH:20][C:15]([C:12]3[CH:13]=[CH:14][C:9]([C:6]4([C:4]([OH:5])=[O:3])[CH2:8][CH2:7]4)=[CH:10][CH:11]=3)=[CH:16][CH:17]=2)=[C:25]([NH:26][C:27]([O:29][C@@H:30]([C:32]2[CH:37]=[CH:36][C:35]([F:38])=[C:34]([F:39])[CH:33]=2)[CH3:31])=[O:28])[CH:24]=1. The yield is 0.710. (7) The reactants are [N+:1]([C:4]1[CH:9]=[CH:8][C:7]([C:10]2[O:11][C:12]3[C:13](=[C:15]([C:19]([OH:21])=O)[CH:16]=[CH:17][CH:18]=3)[N:14]=2)=[CH:6][CH:5]=1)([O-:3])=[O:2].C1C=CC2N(O)N=[N:28]C=2C=1.[NH4+].[Cl-].CCN(C(C)C)C(C)C.CCN=C=NCCCN(C)C. The catalyst is CN(C=O)C.C1COCC1. The product is [N+:1]([C:4]1[CH:9]=[CH:8][C:7]([C:10]2[O:11][C:12]3[C:13](=[C:15]([C:19]([NH2:28])=[O:21])[CH:16]=[CH:17][CH:18]=3)[N:14]=2)=[CH:6][CH:5]=1)([O-:3])=[O:2]. The yield is 0.560.